The task is: Predict which catalyst facilitates the given reaction.. This data is from Catalyst prediction with 721,799 reactions and 888 catalyst types from USPTO. (1) Reactant: [CH3:1][C:2]1[CH2:7][CH2:6][CH2:5][C:4]([CH3:9])([CH3:8])[C:3]=1[CH2:10][CH2:11][CH2:12][CH2:13][CH2:14][CH2:15][CH2:16][CH2:17][C:18]([O:20]CC)=[O:19].[OH-].[K+].O. Product: [CH3:1][C:2]1[CH2:7][CH2:6][CH2:5][C:4]([CH3:8])([CH3:9])[C:3]=1[CH2:10][CH2:11][CH2:12][CH2:13][CH2:14][CH2:15][CH2:16][CH2:17][C:18]([OH:20])=[O:19]. The catalyst class is: 8. (2) Reactant: COC(=O)[CH:4]([C:6]1[CH:11]=[CH:10][C:9]([Cl:12])=[CH:8][C:7]=1[C:13](OC)=[O:14])Br.[OH:18][C:19]1[CH:26]=[CH:25][CH:24]=[CH:23][C:20]=1[C:21]#[N:22].C(N(CC)CC)C. Product: [Cl:12][C:9]1[CH:8]=[C:7]2[C:6]([C:4]3[O:18][C:19]4[CH:26]=[CH:25][CH:24]=[CH:23][C:20]=4[C:21]=3[N:22]=[C:13]2[OH:14])=[CH:11][CH:10]=1. The catalyst class is: 23. (3) Reactant: [C:1](OC(=O)C)(=[O:3])[CH3:2].C(Cl)Cl.Cl.[OH:12][C:13]1[CH:37]=[C:36]([O:38][CH:39]2[CH2:44][CH2:43][NH:42][CH2:41][CH2:40]2)[CH:35]=[CH:34][C:14]=1[C:15]([NH:17][C:18]1[CH:27]=[C:26]([C:28]2[CH:33]=[CH:32][CH:31]=[CH:30][CH:29]=2)[CH:25]=[CH:24][C:19]=1[C:20]([O:22][CH3:23])=[O:21])=[O:16]. Product: [C:1]([N:42]1[CH2:41][CH2:40][CH:39]([O:38][C:36]2[CH:35]=[CH:34][C:14]([C:15]([NH:17][C:18]3[CH:27]=[C:26]([C:28]4[CH:29]=[CH:30][CH:31]=[CH:32][CH:33]=4)[CH:25]=[CH:24][C:19]=3[C:20]([O:22][CH3:23])=[O:21])=[O:16])=[C:13]([OH:12])[CH:37]=2)[CH2:44][CH2:43]1)(=[O:3])[CH3:2]. The catalyst class is: 17.